From a dataset of NCI-60 drug combinations with 297,098 pairs across 59 cell lines. Regression. Given two drug SMILES strings and cell line genomic features, predict the synergy score measuring deviation from expected non-interaction effect. (1) Drug 1: C1=CC(=C2C(=C1NCCNCCO)C(=O)C3=C(C=CC(=C3C2=O)O)O)NCCNCCO. Drug 2: COC1=C2C(=CC3=C1OC=C3)C=CC(=O)O2. Cell line: SW-620. Synergy scores: CSS=39.0, Synergy_ZIP=3.54, Synergy_Bliss=1.57, Synergy_Loewe=-27.9, Synergy_HSA=1.90. (2) Drug 1: C1CC(C1)(C(=O)O)C(=O)O.[NH2-].[NH2-].[Pt+2]. Drug 2: C#CCC(CC1=CN=C2C(=N1)C(=NC(=N2)N)N)C3=CC=C(C=C3)C(=O)NC(CCC(=O)O)C(=O)O. Cell line: CCRF-CEM. Synergy scores: CSS=62.0, Synergy_ZIP=2.17, Synergy_Bliss=2.19, Synergy_Loewe=-4.76, Synergy_HSA=1.85. (3) Drug 1: C1=C(C(=O)NC(=O)N1)N(CCCl)CCCl. Drug 2: C1C(C(OC1N2C=C(C(=O)NC2=O)F)CO)O. Cell line: NCI-H226. Synergy scores: CSS=6.83, Synergy_ZIP=-4.19, Synergy_Bliss=-3.12, Synergy_Loewe=-4.03, Synergy_HSA=-3.39. (4) Drug 1: CN(C(=O)NC(C=O)C(C(C(CO)O)O)O)N=O. Drug 2: N.N.Cl[Pt+2]Cl. Cell line: NCI-H226. Synergy scores: CSS=12.7, Synergy_ZIP=-5.03, Synergy_Bliss=-1.75, Synergy_Loewe=-15.1, Synergy_HSA=0.341. (5) Drug 1: COC1=C(C=C2C(=C1)N=CN=C2NC3=CC(=C(C=C3)F)Cl)OCCCN4CCOCC4. Drug 2: CC(CN1CC(=O)NC(=O)C1)N2CC(=O)NC(=O)C2. Cell line: CAKI-1. Synergy scores: CSS=57.2, Synergy_ZIP=-2.29, Synergy_Bliss=-2.70, Synergy_Loewe=1.94, Synergy_HSA=4.17.